Dataset: Full USPTO retrosynthesis dataset with 1.9M reactions from patents (1976-2016). Task: Predict the reactants needed to synthesize the given product. (1) Given the product [OH:9][C:8]1[C:7]([CH3:6])=[C:13]([OH:14])[CH:12]=[CH:11][C:10]=1[CH:21]=[O:22], predict the reactants needed to synthesize it. The reactants are: O=P(Cl)(Cl)Cl.[CH3:6][C:7]1[C:13]([OH:14])=[CH:12][CH:11]=[CH:10][C:8]=1[OH:9].[OH-].[Na+].Cl.CN([CH:21]=[O:22])C. (2) Given the product [NH2:18][C:12]1[CH:11]=[CH:10][C:9]([O:8][C:7]2[CH:21]=[CH:22][C:23]([NH:24][S:25]([C:28]3[CH:33]=[CH:32][CH:31]=[CH:30][CH:29]=3)(=[O:27])=[O:26])=[C:5]([C:3]([O:2][CH3:1])=[O:4])[CH:6]=2)=[CH:17][C:13]=1[C:14]([OH:16])=[O:15], predict the reactants needed to synthesize it. The reactants are: [CH3:1][O:2][C:3]([C:5]1[CH:6]=[C:7]([CH:21]=[CH:22][C:23]=1[NH:24][S:25]([C:28]1[CH:33]=[CH:32][CH:31]=[CH:30][CH:29]=1)(=[O:27])=[O:26])[O:8][C:9]1[CH:10]=[CH:11][C:12]([N+:18]([O-])=O)=[C:13]([CH:17]=1)[C:14]([OH:16])=[O:15])=[O:4]. (3) Given the product [OH:40][C:27]1[C:26](=[O:25])[N:14]([C:15]2[N:16]=[N:17][C:18]([O:21][CH3:22])=[CH:19][CH:20]=2)[CH:8]([C:7]2[CH:10]=[CH:11][C:4]([O:3][C:2]([F:13])([F:12])[F:1])=[CH:5][CH:6]=2)[C:28]=1[C:29](=[O:30])[C:31]1[CH:36]=[CH:35][C:34]([CH:37]([CH3:39])[CH3:38])=[CH:33][CH:32]=1, predict the reactants needed to synthesize it. The reactants are: [F:1][C:2]([F:13])([F:12])[O:3][C:4]1[CH:11]=[CH:10][C:7]([CH:8]=O)=[CH:6][CH:5]=1.[NH2:14][C:15]1[N:16]=[N:17][C:18]([O:21][CH3:22])=[CH:19][CH:20]=1.C([O:25][C:26](=O)[C:27]([OH:40])=[CH:28][C:29]([C:31]1[CH:36]=[CH:35][C:34]([CH:37]([CH3:39])[CH3:38])=[CH:33][CH:32]=1)=[O:30])C. (4) Given the product [Cl:1][C:2]1[CH:9]=[CH:8][C:5]([CH2:6][NH:7][C:27]([NH:26][C:5]2[C:6]3[NH:7][C:18](=[O:24])[O:19][C:20]=3[CH:2]=[CH:3][CH:4]=2)=[O:28])=[C:4]([C:10]([F:11])([F:12])[F:13])[CH:3]=1, predict the reactants needed to synthesize it. The reactants are: [Cl:1][C:2]1[CH:9]=[CH:8][C:5]([CH2:6][NH2:7])=[C:4]([C:10]([F:13])([F:12])[F:11])[CH:3]=1.ClC(Cl)(O[C:18](=[O:24])[O:19][C:20](Cl)(Cl)Cl)Cl.[N-:26]=[C:27]=[O:28]. (5) The reactants are: [Br:1][C:2]1[CH:3]=[C:4]2[C:8](=[CH:9][CH:10]=1)[NH:7][CH:6]=[CH:5]2.F[C:12]1[CH:13]=[C:14]([CH:17]=[CH:18][CH:19]=1)[C:15]#[N:16]. Given the product [Br:1][C:2]1[CH:3]=[C:4]2[C:8](=[CH:9][CH:10]=1)[N:7]([C:12]1[CH:19]=[CH:18][CH:17]=[C:14]([C:15]#[N:16])[CH:13]=1)[CH:6]=[CH:5]2, predict the reactants needed to synthesize it. (6) Given the product [C:8]([O:11][CH2:12][C:13]([CH3:43])([CH3:42])[CH2:14][N:15]1[C:21]2[CH:22]=[CH:23][C:24]([Cl:52])=[CH:25][C:20]=2[C@H:19]([C:27]2[CH:66]=[CH:67][CH:68]=[C:69]([CH3:70])[C:28]=2[CH3:1])[O:18][C@H:17]([CH2:37][C:38]([NH:53][C:54]2[CH:55]=[CH:56][C:57]([CH3:64])=[C:58]([CH:63]=2)[C:59]([O:61][CH3:62])=[O:60])=[O:39])[C:16]1=[O:41])(=[O:10])[CH3:9], predict the reactants needed to synthesize it. The reactants are: [CH2:1](N(CC)CC)C.[C:8]([O:11][CH2:12][C:13]([CH3:43])([CH3:42])[CH2:14][N:15]1[C:21]2[CH:22]=[CH:23][C:24](Cl)=[CH:25][C:20]=2[C@@H:19]([C:27]2C=CC=C(OC)[C:28]=2OC)[O:18][C@H:17]([CH2:37][C:38](O)=[O:39])[C:16]1=[O:41])(=[O:10])[CH3:9].ClC(OCC(C)C)=O.[ClH:52].[NH2:53][C:54]1[CH:55]=[CH:56][C:57]([CH3:64])=[C:58]([CH:63]=1)[C:59]([O:61][CH3:62])=[O:60].N1[CH:70]=[CH:69][CH:68]=[CH:67][CH:66]=1.Cl. (7) The reactants are: [CH2:1]([O:3][C:4]1[CH:11]=[CH:10][CH:9]=[CH:8][C:5]=1[C:6]#[N:7])[CH3:2].[NH4+:12].[Cl-].C[Al](C)C. Given the product [CH2:1]([O:3][C:4]1[CH:11]=[CH:10][CH:9]=[CH:8][C:5]=1[C:6]([NH2:12])=[NH:7])[CH3:2], predict the reactants needed to synthesize it. (8) Given the product [OH:1][CH2:2][CH2:3][O:4][C:5]1[CH:10]=[CH:9][C:8]([N:11]=[N:12][C:13]2[CH:18]=[CH:17][C:16]([C:19]#[N:20])=[CH:15][CH:14]=2)=[CH:7][C:6]=1[C:23]#[N:24], predict the reactants needed to synthesize it. The reactants are: [OH:1][CH2:2][CH2:3][O:4][C:5]1[CH:10]=[CH:9][C:8]([N:11]=[N:12][C:13]2[CH:18]=[CH:17][C:16]([C:19]#[N:20])=[CH:15][CH:14]=2)=[CH:7][C:6]=1Br.[Cu](C#N)[C:23]#[N:24].N. (9) The reactants are: [N+:1]([C:4]1[CH:14]=[CH:13][CH:12]=[C:6]2[C:7]([O:9][C:10](=[O:11])[C:5]=12)=O)([O-:3])=[O:2].[NH2:15][C:16]1[CH:24]=[CH:23][CH:22]=[CH:21][C:17]=1[C:18]([OH:20])=[O:19]. Given the product [N+:1]([C:4]1[CH:14]=[CH:13][CH:12]=[C:6]2[C:7]([N:15]([C:16]3[CH:24]=[CH:23][CH:22]=[CH:21][C:17]=3[C:18]([OH:20])=[O:19])[C:10](=[O:11])[C:5]=12)=[O:9])([O-:3])=[O:2], predict the reactants needed to synthesize it. (10) The reactants are: [C:1]12([NH2:11])[CH2:10][CH:5]3[CH2:6][CH:7]([CH2:9][CH:3]([CH2:4]3)[CH2:2]1)[CH2:8]2.[Br:12][C:13]1[S:17][C:16]([CH:18]=O)=[CH:15][CH:14]=1. Given the product [Br:12][C:13]1[S:17][C:16]([CH2:18][NH:11][C:1]23[CH2:8][CH:7]4[CH2:6][CH:5]([CH2:4][CH:3]([CH2:9]4)[CH2:2]2)[CH2:10]3)=[CH:15][CH:14]=1, predict the reactants needed to synthesize it.